Dataset: Full USPTO retrosynthesis dataset with 1.9M reactions from patents (1976-2016). Task: Predict the reactants needed to synthesize the given product. (1) Given the product [Cl:1][C:2]1[C:3]([N:12]([CH2:27][C:28]2[CH:33]=[CH:32][C:31]([CH3:34])=[CH:30][CH:29]=2)[S:13]([C:16]2[CH:25]=[CH:24][C:19]([C:20]([O:22][CH3:23])=[O:21])=[CH:18][CH:17]=2)(=[O:15])=[O:14])=[N:4][CH:5]=[C:6]([C:8]([F:11])([F:9])[F:10])[CH:7]=1, predict the reactants needed to synthesize it. The reactants are: [Cl:1][C:2]1[C:3]([NH:12][S:13]([C:16]2[CH:25]=[CH:24][C:19]([C:20]([O:22][CH3:23])=[O:21])=[CH:18][CH:17]=2)(=[O:15])=[O:14])=[N:4][CH:5]=[C:6]([C:8]([F:11])([F:10])[F:9])[CH:7]=1.Br[CH2:27][C:28]1[CH:33]=[CH:32][C:31]([CH3:34])=[CH:30][CH:29]=1. (2) The reactants are: [CH:1]([N:4]1[CH2:9][CH2:8][CH:7]([NH:10][C:11]([C:13]2[NH:14][C:15]([CH2:18][O:19][CH2:20][CH2:21][O:22][CH2:23][CH2:24][O:25][CH3:26])=[N:16][CH:17]=2)=[O:12])[CH2:6][CH2:5]1)([CH3:3])[CH3:2].Br[CH2:28][C:29]1[CH:33]=[C:32]([C:34]2[S:35][C:36]([Cl:39])=[CH:37][CH:38]=2)[O:31][N:30]=1.C([O-])([O-])=O.[Cs+].[Cs+]. Given the product [CH:1]([N:4]1[CH2:9][CH2:8][CH:7]([NH:10][C:11]([C:13]2[N:14]([CH2:28][C:29]3[CH:33]=[C:32]([C:34]4[S:35][C:36]([Cl:39])=[CH:37][CH:38]=4)[O:31][N:30]=3)[C:15]([CH2:18][O:19][CH2:20][CH2:21][O:22][CH2:23][CH2:24][O:25][CH3:26])=[N:16][CH:17]=2)=[O:12])[CH2:6][CH2:5]1)([CH3:3])[CH3:2], predict the reactants needed to synthesize it.